The task is: Predict the reactants needed to synthesize the given product.. This data is from Full USPTO retrosynthesis dataset with 1.9M reactions from patents (1976-2016). (1) Given the product [NH2:1][C:2]1[C:10]2[C:9]([CH3:11])=[C:8]([CH2:12][N:18]3[CH2:23][CH2:22][O:21][CH2:20][CH2:19]3)[N:7]=[N:6][C:5]=2[S:4][C:3]=1[C:14]([O:16][CH3:17])=[O:15], predict the reactants needed to synthesize it. The reactants are: [NH2:1][C:2]1[C:10]2[C:9]([CH3:11])=[C:8]([CH2:12]Br)[N:7]=[N:6][C:5]=2[S:4][C:3]=1[C:14]([O:16][CH3:17])=[O:15].[NH:18]1[CH2:23][CH2:22][O:21][CH2:20][CH2:19]1.C([O-])([O-])=O.[K+].[K+]. (2) Given the product [NH2:32][C:33]1[N:38]=[C:37]([CH3:39])[C:36]([CH2:40][NH:41][C:42]2[C:43]3[C:44](=[N:48][N:49]([CH2:51][C:52]4[CH:66]=[CH:65][C:55]([CH2:56][N:57]5[CH:61]=[C:60]([C:4]([N:2]([CH3:3])[CH3:1])=[O:8])[CH:59]=[N:58]5)=[CH:54][CH:53]=4)[CH:50]=3)[N:45]=[CH:46][N:47]=2)=[C:35]([CH3:67])[CH:34]=1, predict the reactants needed to synthesize it. The reactants are: [CH3:1][N:2]([C:4]([O:8]N1N=NC2C=CC=NC1=2)=[N+](C)C)[CH3:3].F[P-](F)(F)(F)(F)F.C(OC([NH:32][C:33]1[N:38]=[C:37]([CH3:39])[C:36]([CH2:40][NH:41][C:42]2[C:43]3[C:44](=[N:48][N:49]([CH2:51][C:52]4[CH:66]=[CH:65][C:55]([CH2:56][N:57]5[CH:61]=[CH:60][C:59](C(O)=O)=[N:58]5)=[CH:54][CH:53]=4)[CH:50]=3)[N:45]=[CH:46][N:47]=2)=[C:35]([CH3:67])[CH:34]=1)=O)(C)(C)C.CNC.C1COCC1.CCN(C(C)C)C(C)C. (3) Given the product [C:22]([O:26][C:27](=[O:51])[CH2:28][CH2:29][N:30]([C:31]([O:33][C:34]([CH3:37])([CH3:36])[CH3:35])=[O:32])[CH2:38][C:39]([N:41]1[C:49]2[C:44](=[CH:45][C:46]([O:50][CH2:8][C:6]3[CH:5]=[CH:4][C:3]([C:10]4[CH:15]=[CH:14][CH:13]=[CH:12][CH:11]=4)=[C:2]([Cl:1])[CH:7]=3)=[CH:47][CH:48]=2)[CH2:43][CH2:42]1)=[O:40])([CH3:25])([CH3:24])[CH3:23], predict the reactants needed to synthesize it. The reactants are: [Cl:1][C:2]1[CH:7]=[C:6]([CH2:8]Cl)[CH:5]=[CH:4][C:3]=1[C:10]1[CH:15]=[CH:14][CH:13]=[CH:12][CH:11]=1.C(=O)([O-])[O-].[K+].[K+].[C:22]([O:26][C:27](=[O:51])[CH2:28][CH2:29][N:30]([CH2:38][C:39]([N:41]1[C:49]2[C:44](=[CH:45][C:46]([OH:50])=[CH:47][CH:48]=2)[CH2:43][CH2:42]1)=[O:40])[C:31]([O:33][C:34]([CH3:37])([CH3:36])[CH3:35])=[O:32])([CH3:25])([CH3:24])[CH3:23].C(=O)(O)[O-].[Na+]. (4) Given the product [C:1]([C:5]1[N:10]=[C:9]([NH:11][CH2:12][C:13]2[O:14][CH:15]=[CH:16][CH:17]=2)[C:8]([C:18]([N:20]([CH:21]2[CH2:26][CH:25]([CH2:27][OH:28])[CH2:24][NH:23][CH2:22]2)[CH2:36][CH:37]([CH3:39])[CH3:38])=[O:19])=[CH:7][N:6]=1)([CH3:3])([CH3:4])[CH3:2], predict the reactants needed to synthesize it. The reactants are: [C:1]([C:5]1[N:10]=[C:9]([NH:11][CH2:12][C:13]2[O:14][CH:15]=[CH:16][CH:17]=2)[C:8]([C:18]([N:20]([CH2:36][CH:37]([CH3:39])[CH3:38])[CH:21]2[CH2:26][CH:25]([CH2:27][OH:28])[CH2:24][N:23](C(OC(C)(C)C)=O)[CH2:22]2)=[O:19])=[CH:7][N:6]=1)([CH3:4])([CH3:3])[CH3:2].C(=O)([O-])[O-].[K+].[K+]. (5) Given the product [Cl:34][C:35]1[C:40]([F:41])=[CH:39][CH:38]=[C:37]([Cl:42])[C:36]=1[CH:43]([O:45][C:47]1[C:48]([N+:53]([O-:55])=[O:54])=[N:49][CH:50]=[CH:51][CH:52]=1)[CH3:44], predict the reactants needed to synthesize it. The reactants are: C1(P(C2C=CC=CC=2)C2C=CC=CC=2)C=CC=CC=1.CC(OC(/N=N/C(OC(C)C)=O)=O)C.[Cl:34][C:35]1[C:40]([F:41])=[CH:39][CH:38]=[C:37]([Cl:42])[C:36]=1[CH:43]([OH:45])[CH3:44].O[C:47]1[C:48]([N+:53]([O-:55])=[O:54])=[N:49][CH:50]=[CH:51][CH:52]=1.[NH4+].[Cl-]. (6) The reactants are: [OH-].[Na+].C([O:7][C:8](=[O:29])[CH:9]([CH3:28])[CH2:10][C:11](=[O:27])[N:12]1[CH2:17][CH2:16][C:15]2[S:18][CH:19]=[CH:20][C:14]=2[CH:13]1[C:21]1[CH:26]=[CH:25][CH:24]=[CH:23][CH:22]=1)(C)(C)C. Given the product [CH3:28][CH:9]([CH2:10][C:11](=[O:27])[N:12]1[CH2:17][CH2:16][C:15]2[S:18][CH:19]=[CH:20][C:14]=2[CH:13]1[C:21]1[CH:22]=[CH:23][CH:24]=[CH:25][CH:26]=1)[C:8]([OH:29])=[O:7], predict the reactants needed to synthesize it. (7) Given the product [Cl:1][C:2]1[CH:7]=[CH:6][CH:5]=[CH:4][C:3]=1[C:8]1[C:14]2[CH:15]=[C:16]([CH3:21])[C:17]([O:19][CH3:20])=[CH:18][C:13]=2[N:12]=[C:11]2[NH:33][NH:27][CH:29]=[C:10]2[N:9]=1, predict the reactants needed to synthesize it. The reactants are: [Cl:1][C:2]1[CH:7]=[CH:6][CH:5]=[CH:4][C:3]=1[C:8]1[C:14]2[CH:15]=[C:16]([CH3:21])[C:17]([O:19][CH3:20])=[CH:18][C:13]=2[NH:12][C:11](=S)[CH2:10][N:9]=1.C(OC(OCC)[N:27]([CH3:29])C)C.[NH2:33]N. (8) Given the product [CH2:28]([O:27][C:25]([N:22]1[CH2:23][CH2:24][CH:19]([CH2:18][NH:17][C:6]2[C:5]([CH3:9])=[CH:4][N:3]=[C:2]([Cl:1])[N:7]=2)[CH2:20][CH2:21]1)=[O:26])[C:29]1[CH:34]=[CH:33][CH:32]=[CH:31][CH:30]=1, predict the reactants needed to synthesize it. The reactants are: [Cl:1][C:2]1[N:7]=[C:6](Cl)[C:5]([CH3:9])=[CH:4][N:3]=1.C(N(CC)CC)C.[NH2:17][CH2:18][CH:19]1[CH2:24][CH2:23][N:22]([C:25]([O:27][CH2:28][C:29]2[CH:34]=[CH:33][CH:32]=[CH:31][CH:30]=2)=[O:26])[CH2:21][CH2:20]1. (9) Given the product [Cl:15][C:11]1[CH:12]=[C:13]2[C:8](=[CH:9][CH:10]=1)[NH:7][C:6](=[O:16])[C:5]([C@@H:3]([NH:2][C:18]1[N:23]=[C:22]([NH:24][CH:25]3[CH2:29][CH2:28][O:27][CH2:26]3)[CH:21]=[CH:20][N:19]=1)[CH3:4])=[CH:14]2, predict the reactants needed to synthesize it. The reactants are: Cl.[NH2:2][C@H:3]([C:5]1[C:6](=[O:16])[NH:7][C:8]2[C:13]([CH:14]=1)=[CH:12][C:11]([Cl:15])=[CH:10][CH:9]=2)[CH3:4].Cl[C:18]1[N:23]=[C:22]([NH:24][CH:25]2[CH2:29][CH2:28][O:27][CH2:26]2)[CH:21]=[CH:20][N:19]=1.CCN(C(C)C)C(C)C.C([O-])([O-])=O.[Cs+].[Cs+]. (10) Given the product [Cl:14][C:4]1[C:3]([C:1]#[N:2])=[C:7]([CH3:8])[NH:6][C:5]=1[C:9]([O:11][CH2:12][CH3:13])=[O:10], predict the reactants needed to synthesize it. The reactants are: [C:1]([C:3]1[CH:4]=[C:5]([C:9]([O:11][CH2:12][CH3:13])=[O:10])[NH:6][C:7]=1[CH3:8])#[N:2].[Cl:14]N1C(=O)CCC1=O.